Task: Predict which catalyst facilitates the given reaction.. Dataset: Catalyst prediction with 721,799 reactions and 888 catalyst types from USPTO (1) The catalyst class is: 23. Reactant: [NH:1]1[C:9]2[C:4](=[CH:5][CH:6]=[CH:7][CH:8]=2)[C:3]([C:10](=[O:14])[C:11](Cl)=[O:12])=[N:2]1.C[C@H:16]1[NH:21][CH2:20][CH2:19][N:18]([C:22](=[O:29])[C:23]2[CH:28]=[CH:27][CH:26]=[CH:25][CH:24]=2)[CH2:17]1.N1C=CC=CC=1. Product: [C:22]([N:18]1[CH2:19][CH2:20][N:21]([C:11](=[O:12])[C:10]([C:3]2[C:4]3[C:9](=[CH:8][CH:7]=[CH:6][CH:5]=3)[NH:1][N:2]=2)=[O:14])[CH2:16][CH2:17]1)(=[O:29])[C:23]1[CH:28]=[CH:27][CH:26]=[CH:25][CH:24]=1. (2) Reactant: [F:1][C:2]1[CH:7]=[CH:6][C:5]([C:8]2[N:12]([CH2:13][CH2:14][OH:15])[N:11]=[C:10]([CH3:16])[C:9]=2[C:17]2[CH:18]=[CH:19][C:20]3[O:25][CH2:24][C:23](=[O:26])[NH:22][C:21]=3[CH:27]=2)=[CH:4][CH:3]=1.[CH3:28][C:29](OC(C)=O)=[O:30]. Product: [C:29]([O:15][CH2:14][CH2:13][N:12]1[C:8]([C:5]2[CH:4]=[CH:3][C:2]([F:1])=[CH:7][CH:6]=2)=[C:9]([C:17]2[CH:18]=[CH:19][C:20]3[O:25][CH2:24][C:23](=[O:26])[NH:22][C:21]=3[CH:27]=2)[C:10]([CH3:16])=[N:11]1)(=[O:30])[CH3:28]. The catalyst class is: 17.